Dataset: Retrosynthesis with 50K atom-mapped reactions and 10 reaction types from USPTO. Task: Predict the reactants needed to synthesize the given product. (1) Given the product COc1ccc([N+](=O)[O-])cc1NC(=O)NC(C(=O)Nc1ccc(Br)cc1)c1ccccc1, predict the reactants needed to synthesize it. The reactants are: COc1ccc([N+](=O)[O-])cc1N=C=O.NC(C(=O)Nc1ccc(Br)cc1)c1ccccc1. (2) Given the product CCOC(=O)C1(C)CCC(=O)CC1, predict the reactants needed to synthesize it. The reactants are: CCOC(=O)C1(C)CCC2(CC1)OCCO2. (3) The reactants are: CC(C)Nc1ccccc1.OCCI. Given the product CC(C)N(CCO)c1ccccc1, predict the reactants needed to synthesize it. (4) Given the product Cc1ncsc1-c1ccc(CN)c(O)c1, predict the reactants needed to synthesize it. The reactants are: Cc1ncsc1-c1ccc(C#N)c(O)c1. (5) Given the product Clc1ccc2ccn(-c3ccccc3Cl)c2c1, predict the reactants needed to synthesize it. The reactants are: Clc1ccc2cc[nH]c2c1.Clc1ccccc1I. (6) The reactants are: COC(=O)c1ccc(CCF)nc1N. Given the product Nc1nc(CCF)ccc1C(=O)O, predict the reactants needed to synthesize it. (7) Given the product Cc1cccc2c1C(=CNc1ccc(OCC3CCCN(C)C3)cc1)C(=O)N2, predict the reactants needed to synthesize it. The reactants are: CN1CCCC(COc2ccc(N)cc2)C1.Cc1cccc2c1C(=CO)C(=O)N2.